Dataset: Catalyst prediction with 721,799 reactions and 888 catalyst types from USPTO. Task: Predict which catalyst facilitates the given reaction. (1) Reactant: C(=S)([O-])N.C([O-])(=O)C1C=CC=CC=1.Br.[NH2:15][C:16]1[S:17][C:18]2[C:24]([C:25]([O:27][CH2:28][CH3:29])=[O:26])=[CH:23][CH:22]=[CH:21][C:19]=2[N:20]=1.Br.NC1SC2C=CC(C(OCC)=O)=CC=2N=1. Product: [NH2:15][C:16]1[S:17][C:18]2[C:24]([C:25]([O:27][CH2:28][CH3:29])=[O:26])=[CH:23][CH:22]=[CH:21][C:19]=2[N:20]=1. The catalyst class is: 845. (2) The catalyst class is: 3. Reactant: [F:1][C:2]1[CH:3]=[C:4]([CH:42]=[CH:43][CH:44]=1)[CH2:5][N:6]1[CH:10]=[C:9]([C:11]2[C:19]3[C:14](=[N:15][CH:16]=[C:17]([C:20]4[CH:21]=[N:22][C:23]([N:26]5[CH2:31][CH2:30][NH:29][CH2:28][CH2:27]5)=[CH:24][CH:25]=4)[CH:18]=3)[N:13]([S:32]([C:35]3[CH:41]=[CH:40][C:38]([CH3:39])=[CH:37][CH:36]=3)(=[O:34])=[O:33])[CH:12]=2)[CH:8]=[N:7]1.FC1C=[C:48](C=CC=1)[CH2:49][N:50]1C=C(C2C3C(=NC=C(C4C=NC(N5CCN(C)CC5)=CC=4)C=3)NC=2)C=N1.BrCC#N.C(=O)([O-])[O-].[K+].[K+]. Product: [F:1][C:2]1[CH:3]=[C:4]([CH:42]=[CH:43][CH:44]=1)[CH2:5][N:6]1[CH:10]=[C:9]([C:11]2[C:19]3[C:14](=[N:15][CH:16]=[C:17]([C:20]4[CH:25]=[CH:24][C:23]([N:26]5[CH2:31][CH2:30][N:29]([CH2:48][C:49]#[N:50])[CH2:28][CH2:27]5)=[N:22][CH:21]=4)[CH:18]=3)[N:13]([S:32]([C:35]3[CH:41]=[CH:40][C:38]([CH3:39])=[CH:37][CH:36]=3)(=[O:34])=[O:33])[CH:12]=2)[CH:8]=[N:7]1. (3) Reactant: [Mg].Br[CH2:3][CH2:4][CH2:5][CH3:6].CON(C)[C:10](=[O:28])[C:11]1[CH:16]=[CH:15][C:14]([CH2:17][O:18][CH2:19][C:20]2[CH:25]=[CH:24][C:23]([O:26][CH3:27])=[CH:22][CH:21]=2)=[CH:13][CH:12]=1.[Cl-].[NH4+]. Product: [CH3:27][O:26][C:23]1[CH:22]=[CH:21][C:20]([CH2:19][O:18][CH2:17][C:14]2[CH:13]=[CH:12][C:11]([C:10](=[O:28])[CH2:3][CH2:4][CH2:5][CH3:6])=[CH:16][CH:15]=2)=[CH:25][CH:24]=1. The catalyst class is: 132. (4) Reactant: [NH2:1][C:2]1[CH:3]=[CH:4][C:5]([S:10]([CH:13]([CH3:15])[CH3:14])(=[O:12])=[O:11])=[C:6]([CH:9]=1)[C:7]#[N:8].[C:16]([O-:19])(O)=O.[Na+].C(Cl)(Cl)=O.C[CH2:26][N:27](CC)[CH2:28]C.Cl.CNC. Product: [C:7]([C:6]1[CH:9]=[C:2]([NH:1][C:16](=[O:19])[N:27]([CH3:28])[CH3:26])[CH:3]=[CH:4][C:5]=1[S:10]([CH:13]([CH3:15])[CH3:14])(=[O:12])=[O:11])#[N:8]. The catalyst class is: 390. (5) Reactant: [CH:1]([C:4]1[C:8]([CH2:9][CH2:10][C:11](OCC)=[O:12])=[CH:7][N:6]([C:16]2[CH:21]=[CH:20][CH:19]=[C:18]([C:22]([F:25])([F:24])[F:23])[N:17]=2)[N:5]=1)([CH3:3])[CH3:2].[H-].C([Al+]CC(C)C)C(C)C.Cl. Product: [CH:1]([C:4]1[C:8]([CH2:9][CH2:10][CH2:11][OH:12])=[CH:7][N:6]([C:16]2[CH:21]=[CH:20][CH:19]=[C:18]([C:22]([F:23])([F:25])[F:24])[N:17]=2)[N:5]=1)([CH3:3])[CH3:2]. The catalyst class is: 188.